From a dataset of Experimentally validated miRNA-target interactions with 360,000+ pairs, plus equal number of negative samples. Binary Classification. Given a miRNA mature sequence and a target amino acid sequence, predict their likelihood of interaction. The protein sequence of the target gene is MPAYHSSLMDPDTKLIGNMALLPLRSQFKGPAPRETKDTDIVDEAIYYFKANVFFKNYEIKNEADRTLIYITLYISECLKKLQKCNSKSQGEKEMYTLGITNFPIPGEPGFPLNAIYAKPASKQEDEMMRAYLQQLRQETGLRLCEKVFDPQSDKPSKWWTCFVKRQFMNKSLSGPGQ. Result: 1 (interaction). The miRNA is mmu-miR-124-3p with sequence UAAGGCACGCGGUGAAUGCC.